This data is from Full USPTO retrosynthesis dataset with 1.9M reactions from patents (1976-2016). The task is: Predict the reactants needed to synthesize the given product. (1) Given the product [N:24]1[CH:25]=[CH:26][CH:27]=[CH:28][C:23]=1[C:2]1[CH:7]=[CH:6][C:5]([S:8]([N:11]2[CH2:16][CH2:15][CH:14]([C:17]([O:19][CH3:20])=[O:18])[CH2:13][CH2:12]2)(=[O:10])=[O:9])=[CH:4][CH:3]=1, predict the reactants needed to synthesize it. The reactants are: I[C:2]1[CH:7]=[CH:6][C:5]([S:8]([N:11]2[CH2:16][CH2:15][CH:14]([C:17]([O:19][CH3:20])=[O:18])[CH2:13][CH2:12]2)(=[O:10])=[O:9])=[CH:4][CH:3]=1.C[Si](C)(C)[C:23]1[CH:28]=[CH:27][CH:26]=[CH:25][N:24]=1.[F-].C([N+](CCCC)(CCCC)CCCC)CCC. (2) Given the product [C:18]([O:17][C:15](=[O:16])[NH:14][C@@H:11]1[C:12](=[O:13])[C@H:7]([CH2:22][C:23]2[CH:28]=[C:27]([F:29])[C:26]([NH:30][C:31]([O:33][CH2:34][C:35]3[CH:40]=[CH:39][CH:38]=[CH:37][CH:36]=3)=[O:32])=[C:25]([CH2:41][CH2:42][CH2:43][CH3:44])[CH:24]=2)[CH2:8][S:9][CH2:10]1)([CH3:21])([CH3:20])[CH3:19], predict the reactants needed to synthesize it. The reactants are: C(OC([C:7]1([CH2:22][C:23]2[CH:28]=[C:27]([F:29])[C:26]([NH:30][C:31]([O:33][CH2:34][C:35]3[CH:40]=[CH:39][CH:38]=[CH:37][CH:36]=3)=[O:32])=[C:25]([CH2:41][CH2:42][CH2:43][CH3:44])[CH:24]=2)[C:12](=[O:13])[CH:11]([NH:14][C:15]([O:17][C:18]([CH3:21])([CH3:20])[CH3:19])=[O:16])[CH2:10][S:9][CH2:8]1)=O)C=C.N1CCOCC1.